From a dataset of NCI-60 drug combinations with 297,098 pairs across 59 cell lines. Regression. Given two drug SMILES strings and cell line genomic features, predict the synergy score measuring deviation from expected non-interaction effect. (1) Drug 1: C1CC(C1)(C(=O)O)C(=O)O.[NH2-].[NH2-].[Pt+2]. Drug 2: CC1=C(N=C(N=C1N)C(CC(=O)N)NCC(C(=O)N)N)C(=O)NC(C(C2=CN=CN2)OC3C(C(C(C(O3)CO)O)O)OC4C(C(C(C(O4)CO)O)OC(=O)N)O)C(=O)NC(C)C(C(C)C(=O)NC(C(C)O)C(=O)NCCC5=NC(=CS5)C6=NC(=CS6)C(=O)NCCC[S+](C)C)O. Cell line: UO-31. Synergy scores: CSS=19.7, Synergy_ZIP=-7.99, Synergy_Bliss=-1.22, Synergy_Loewe=-14.4, Synergy_HSA=-0.547. (2) Drug 1: C1=CN(C(=O)N=C1N)C2C(C(C(O2)CO)O)O.Cl. Drug 2: CC1CCC2CC(C(=CC=CC=CC(CC(C(=O)C(C(C(=CC(C(=O)CC(OC(=O)C3CCCCN3C(=O)C(=O)C1(O2)O)C(C)CC4CCC(C(C4)OC)OCCO)C)C)O)OC)C)C)C)OC. Cell line: 786-0. Synergy scores: CSS=15.3, Synergy_ZIP=-7.99, Synergy_Bliss=2.96, Synergy_Loewe=-6.64, Synergy_HSA=-0.757. (3) Drug 1: C1CCN(CC1)CCOC2=CC=C(C=C2)C(=O)C3=C(SC4=C3C=CC(=C4)O)C5=CC=C(C=C5)O. Drug 2: CC1=C2C(C(=O)C3(C(CC4C(C3C(C(C2(C)C)(CC1OC(=O)C(C(C5=CC=CC=C5)NC(=O)OC(C)(C)C)O)O)OC(=O)C6=CC=CC=C6)(CO4)OC(=O)C)OC)C)OC. Cell line: SF-268. Synergy scores: CSS=55.2, Synergy_ZIP=10.9, Synergy_Bliss=5.54, Synergy_Loewe=-15.3, Synergy_HSA=3.99. (4) Drug 1: C1=CC(=CC=C1CC(C(=O)O)N)N(CCCl)CCCl.Cl. Drug 2: C(CN)CNCCSP(=O)(O)O. Cell line: A498. Synergy scores: CSS=6.88, Synergy_ZIP=1.47, Synergy_Bliss=4.04, Synergy_Loewe=-4.05, Synergy_HSA=-0.961.